This data is from Reaction yield outcomes from USPTO patents with 853,638 reactions. The task is: Predict the reaction yield, written as a fraction of the theoretical maximum amount of product (1.0 means a 100% yield; for example, 0.34 means a 34% yield). (1) The reactants are [OH-].[Na+].[CH3:3][O:4][C:5]1[CH:14]=[CH:13][C:12]([S:15](=[O:18])(=[O:17])[NH2:16])=[CH:11][C:6]=1[C:7]([O:9]C)=[O:8].Cl. The catalyst is CO. The product is [CH3:3][O:4][C:5]1[CH:14]=[CH:13][C:12]([S:15](=[O:18])(=[O:17])[NH2:16])=[CH:11][C:6]=1[C:7]([OH:9])=[O:8]. The yield is 0.983. (2) The reactants are Br[C:2]1[CH:7]=[C:6]([Cl:8])[CH:5]=[CH:4][C:3]=1[O:9][CH3:10].C([Li])CCC.[C:16]([N:23]1[CH2:28][CH2:27][C:26](=[O:29])[CH2:25][CH2:24]1)([O:18][C:19]([CH3:22])([CH3:21])[CH3:20])=[O:17].S([O-])(O)(=O)=O.[Na+].S([O-])([O-])(=O)=O.[Na+].[Na+]. The catalyst is O1CCCC1.CCCCCC. The product is [Cl:8][C:6]1[CH:5]=[CH:4][C:3]([O:9][CH3:10])=[C:2]([C:26]2([OH:29])[CH2:25][CH2:24][N:23]([C:16]([O:18][C:19]([CH3:21])([CH3:20])[CH3:22])=[O:17])[CH2:28][CH2:27]2)[CH:7]=1. The yield is 0.390. (3) The reactants are [F:1][C:2]1[CH:26]=[CH:25][C:5]([CH2:6][N:7]2[C:11]3=[CH:12][N:13]=[C:14]([C:20]([O:22][CH2:23][CH3:24])=[O:21])[C:15]([C:16]#[C:17][CH2:18][OH:19])=[C:10]3[CH:9]=[CH:8]2)=[CH:4][CH:3]=1. The catalyst is CO.[Pd]. The product is [F:1][C:2]1[CH:3]=[CH:4][C:5]([CH2:6][N:7]2[C:11]3=[CH:12][N:13]=[C:14]([C:20]([O:22][CH2:23][CH3:24])=[O:21])[C:15]([CH2:16][CH2:17][CH2:18][OH:19])=[C:10]3[CH:9]=[CH:8]2)=[CH:25][CH:26]=1. The yield is 0.880. (4) The reactants are I[C:2]1[C:10]2[C:5](=[CH:6][CH:7]=[CH:8][C:9]=2[N+:11]([O-])=O)[N:4]([CH2:14][C:15]2[CH:20]=[CH:19][CH:18]=[C:17]([CH3:21])[N:16]=2)[N:3]=1.[NH4+].[Cl-]. The catalyst is CO.[Zn]. The product is [CH3:21][C:17]1[N:16]=[C:15]([CH2:14][N:4]2[C:5]3[CH:6]=[CH:7][CH:8]=[C:9]([NH2:11])[C:10]=3[CH:2]=[N:3]2)[CH:20]=[CH:19][CH:18]=1. The yield is 0.700. (5) The yield is 0.500. The catalyst is O1CCCC1. The reactants are [Cl:1][C:2]1[C:3]([O:12][C:13]2[CH:18]=[C:17]([O:19][CH:20]([CH3:22])[CH3:21])[CH:16]=[CH:15][C:14]=2[CH2:23][CH2:24][C:25]([OH:27])=O)=[N:4][CH:5]=[C:6]([C:8]([F:11])([F:10])[F:9])[CH:7]=1.[CH2:28]([S:33]([NH2:36])(=[O:35])=[O:34])[CH2:29][CH2:30][CH2:31][CH3:32].N12CCCN=C1CCCCC2. The product is [Cl:1][C:2]1[C:3]([O:12][C:13]2[CH:18]=[C:17]([O:19][CH:20]([CH3:21])[CH3:22])[CH:16]=[CH:15][C:14]=2[CH2:23][CH2:24][C:25]([NH:36][S:33]([CH2:28][CH2:29][CH2:30][CH2:31][CH3:32])(=[O:35])=[O:34])=[O:27])=[N:4][CH:5]=[C:6]([C:8]([F:9])([F:11])[F:10])[CH:7]=1.